Predict the reactants needed to synthesize the given product. From a dataset of Full USPTO retrosynthesis dataset with 1.9M reactions from patents (1976-2016). (1) Given the product [F:10][C:9]1[CH:8]=[CH:7][C:6](/[CH:11]=[CH:12]/[CH:13]2[CH2:18][CH2:17][N:16]([C:30](=[O:31])[CH2:29][C:27]3[CH:26]=[CH:25][C:24]4[C:20](=[O:19])[O:21][CH2:22][C:23]=4[CH:28]=3)[CH2:15][CH2:14]2)=[CH:5][C:4]=1[C:2]#[N:3], predict the reactants needed to synthesize it. The reactants are: [Cl-].[C:2]([C:4]1[CH:5]=[C:6](/[CH:11]=[CH:12]/[CH:13]2[CH2:18][CH2:17][NH2+:16][CH2:15][CH2:14]2)[CH:7]=[CH:8][C:9]=1[F:10])#[N:3].[O:19]=[C:20]1[C:24]2[CH:25]=[CH:26][C:27]([CH2:29][C:30](O)=[O:31])=[CH:28][C:23]=2[CH2:22][O:21]1. (2) Given the product [Cl:1][C:2]1[CH:7]=[CH:6][C:5]([CH2:8][CH:9]([S:11]([NH:14][C:15]2[CH:20]=[CH:19][CH:18]=[CH:17][C:16]=2[S:21]([NH2:24])(=[O:23])=[O:22])(=[O:13])=[O:12])[CH3:10])=[CH:4][CH:3]=1, predict the reactants needed to synthesize it. The reactants are: [Cl:1][C:2]1[CH:7]=[CH:6][C:5](/[CH:8]=[C:9](/[S:11]([NH:14][C:15]2[CH:20]=[CH:19][CH:18]=[CH:17][C:16]=2[S:21]([NH2:24])(=[O:23])=[O:22])(=[O:13])=[O:12])\[CH3:10])=[CH:4][CH:3]=1.[H][H]. (3) Given the product [OH:22][C:15]1([C:3]2[CH:4]=[CH:5][CH:6]=[CH:7][CH:8]=2)[C:14]2[C:18](=[CH:19][CH:20]=[C:12]([I:11])[CH:13]=2)[NH:17][C:16]1=[O:21], predict the reactants needed to synthesize it. The reactants are: CO[C:3]1[CH:8]=[CH:7][CH:6]=[CH:5][C:4]=1[Mg]Br.[I:11][C:12]1[CH:13]=[C:14]2[C:18](=[CH:19][CH:20]=1)[NH:17][C:16](=[O:21])[C:15]2=[O:22]. (4) Given the product [CH3:1][O:2][C:3]([C@@H:5]1[CH2:9][C@H:8]([NH:10][C:29]([C:20]2[CH:21]=[CH:22][C:23]3[C:28](=[CH:27][CH:26]=[CH:25][CH:24]=3)[C:19]=2[OH:18])=[O:30])[CH2:7][N:6]1[CH2:11][CH:12]1[CH2:17][CH2:16][CH2:15][CH2:14][CH2:13]1)=[O:4], predict the reactants needed to synthesize it. The reactants are: [CH3:1][O:2][C:3]([C@@H:5]1[CH2:9][C@H:8]([NH2:10])[CH2:7][N:6]1[CH2:11][CH:12]1[CH2:17][CH2:16][CH2:15][CH2:14][CH2:13]1)=[O:4].[OH:18][C:19]1[C:28]2[C:23](=[CH:24][CH:25]=[CH:26][CH:27]=2)[CH:22]=[CH:21][C:20]=1[C:29](O)=[O:30].CN(C(ON1N=NC2C=CC=NC1=2)=[N+](C)C)C.F[P-](F)(F)(F)(F)F.C(N(CC)C(C)C)(C)C.